Dataset: Full USPTO retrosynthesis dataset with 1.9M reactions from patents (1976-2016). Task: Predict the reactants needed to synthesize the given product. (1) Given the product [Si:17]([O:16][C@H:14]([CH3:15])[C@H:13]([C:11]1[O:12][C:8]([C:5]2[CH:4]=[CH:3][C:2]([NH:1][C:35](=[O:37])[CH3:36])=[CH:7][CH:6]=2)=[N:9][N:10]=1)[NH:24][C:25]1[CH:32]=[CH:31][C:28]([C:29]#[N:30])=[C:27]([Cl:33])[C:26]=1[CH3:34])([C:20]([CH3:22])([CH3:23])[CH3:21])([CH3:19])[CH3:18], predict the reactants needed to synthesize it. The reactants are: [NH2:1][C:2]1[CH:7]=[CH:6][C:5]([C:8]2[O:12][C:11]([C@H:13]([NH:24][C:25]3[CH:32]=[CH:31][C:28]([C:29]#[N:30])=[C:27]([Cl:33])[C:26]=3[CH3:34])[C@H:14]([O:16][Si:17]([C:20]([CH3:23])([CH3:22])[CH3:21])([CH3:19])[CH3:18])[CH3:15])=[N:10][N:9]=2)=[CH:4][CH:3]=1.[C:35](Cl)(=[O:37])[CH3:36]. (2) Given the product [C:1]([O:5][C:6]([N:8]1[CH2:12][CH:11]([OH:13])[CH2:10][CH:9]1[CH2:21][CH2:22][NH:23][C:24]([O:26][CH2:27][C:28]1[CH:29]=[CH:30][CH:31]=[CH:32][CH:33]=1)=[O:25])=[O:7])([CH3:4])([CH3:2])[CH3:3], predict the reactants needed to synthesize it. The reactants are: [C:1]([O:5][C:6]([N:8]1[CH2:12][CH:11]([O:13][Si](C(C)(C)C)(C)C)[CH2:10][CH:9]1[CH2:21][CH2:22][NH:23][C:24]([O:26][CH2:27][C:28]1[CH:33]=[CH:32][CH:31]=[CH:30][CH:29]=1)=[O:25])=[O:7])([CH3:4])([CH3:3])[CH3:2].CCCC[N+](CCCC)(CCCC)CCCC.[F-]. (3) Given the product [Cl:18][C:11]1[CH:12]=[C:13]2[C:8](=[CH:9][CH:10]=1)[N:7]([CH3:20])[C:6]([C:4]([OH:3])=[O:5])=[C:14]2[CH2:15][CH2:16][CH3:17], predict the reactants needed to synthesize it. The reactants are: C([O:3][C:4]([C:6]1[NH:7][C:8]2[C:13]([C:14]=1[CH2:15][CH2:16][CH3:17])=[CH:12][C:11]([Cl:18])=[CH:10][CH:9]=2)=[O:5])C.I[CH3:20]. (4) Given the product [Cl:18][C:15]1[CH:16]=[CH:17][C:12]([NH:11][C:9](=[O:10])[NH:8][C:3]2[CH:4]=[CH:5][CH:6]=[CH:7][C:2]=2[NH:1][S:31]([C:26]2[CH:27]=[CH:28][CH:29]=[CH:30][C:25]=2[CH3:35])(=[O:33])=[O:32])=[CH:13][CH:14]=1, predict the reactants needed to synthesize it. The reactants are: [NH2:1][C:2]1[CH:7]=[CH:6][CH:5]=[CH:4][C:3]=1[NH:8][C:9]([NH:11][C:12]1[CH:17]=[CH:16][C:15]([Cl:18])=[CH:14][CH:13]=1)=[O:10].N1C=CC=CC=1.[C:25]1([CH3:35])[C:26]([S:31](Cl)(=[O:33])=[O:32])=[CH:27][CH:28]=[CH:29][CH:30]=1. (5) Given the product [CH3:41][S:42]([O:22][CH2:21][CH2:20][C@H:9]1[O:8][C@H:7]([C:23]2[CH:28]=[CH:27][CH:26]=[C:25]([O:29][CH3:30])[C:24]=2[O:31][CH3:32])[C:6]2[CH:33]=[C:2]([Cl:1])[CH:3]=[CH:4][C:5]=2[N:11]2[C:12]([CH2:15][C:16]([CH3:17])([CH3:18])[CH3:19])=[N:13][N:14]=[C:10]12)(=[O:44])=[O:43], predict the reactants needed to synthesize it. The reactants are: [Cl:1][C:2]1[CH:3]=[CH:4][C:5]2[N:11]3[C:12]([CH2:15][C:16]([CH3:19])([CH3:18])[CH3:17])=[N:13][N:14]=[C:10]3[C@@H:9]([CH2:20][CH2:21][OH:22])[O:8][C@H:7]([C:23]3[CH:28]=[CH:27][CH:26]=[C:25]([O:29][CH3:30])[C:24]=3[O:31][CH3:32])[C:6]=2[CH:33]=1.C(N(CC)CC)C.[CH3:41][S:42](Cl)(=[O:44])=[O:43].C(=O)(O)[O-].[Na+].